Task: Predict hERG channel inhibition at various concentrations.. Dataset: hERG Central: cardiac toxicity at 1µM, 10µM, and general inhibition (1) The molecule is O=c1c2ccccc2sc2ccc(NCCCN3CCOCC3)cc12. Results: hERG_inhib (hERG inhibition (general)): blocker. (2) The molecule is Cl.Fc1ccc(C(OCCN2CCCC2)c2ccc(Br)cc2)cc1. Results: hERG_inhib (hERG inhibition (general)): blocker.